From a dataset of Full USPTO retrosynthesis dataset with 1.9M reactions from patents (1976-2016). Predict the reactants needed to synthesize the given product. (1) Given the product [Cl:20][C:2]1[S:3][C:4]([I:11])=[C:5]([C:7]([O:9][CH3:10])=[O:8])[N:6]=1, predict the reactants needed to synthesize it. The reactants are: N[C:2]1[S:3][C:4]([I:11])=[C:5]([C:7]([O:9][CH3:10])=[O:8])[N:6]=1.N(OC(C)(C)C)=O.[NH4+].[Cl-:20]. (2) Given the product [CH3:1][O:2][C:3]1[CH:4]=[C:5]([CH:11]([O:26][CH2:27][CH3:28])[CH2:12][N:13]2[CH:17]=[CH:16][NH:15][C:14]2=[O:25])[CH:6]=[CH:7][C:8]=1[O:9][CH3:10], predict the reactants needed to synthesize it. The reactants are: [CH3:1][O:2][C:3]1[CH:4]=[C:5]([CH:11]([O:26][CH2:27][CH3:28])[CH2:12][N:13]2[CH:17]=[CH:16][N:15](CC3C=CC=CC=3)[C:14]2=[O:25])[CH:6]=[CH:7][C:8]=1[O:9][CH3:10].C1([Li])C=CC=CC=1. (3) Given the product [O:28]1[C:27]2[CH:29]=[CH:30][CH:31]=[CH:32][C:26]=2[O:25][CH2:24][CH:23]1[CH2:22][N:16]1[CH:17]=[CH:18][N:19]=[C:14]([N:11]2[CH2:10][CH2:9][N:8]([C:6]([O:5][C:1]([CH3:4])([CH3:2])[CH3:3])=[O:7])[CH2:13][CH2:12]2)[C:15]1=[O:20], predict the reactants needed to synthesize it. The reactants are: [C:1]([O:5][C:6]([N:8]1[CH2:13][CH2:12][N:11]([C:14]2[C:15](=[O:20])[NH:16][CH:17]=[CH:18][N:19]=2)[CH2:10][CH2:9]1)=[O:7])([CH3:4])([CH3:3])[CH3:2].Cl[CH2:22][CH:23]1[O:28][C:27]2[CH:29]=[CH:30][CH:31]=[CH:32][C:26]=2[O:25][CH2:24]1.CN(C=O)C.C(=O)([O-])[O-].[K+].[K+].